From a dataset of Reaction yield outcomes from USPTO patents with 853,638 reactions. Predict the reaction yield, written as a fraction of the theoretical maximum amount of product (1.0 means a 100% yield; for example, 0.34 means a 34% yield). The reactants are [CH2:1]([C:3]1([CH2:21][CH3:22])[CH2:8][CH:7]([OH:9])[CH2:6][C:5]([CH3:11])([CH3:10])[N:4]1[O:12][CH:13]([C:15]1[CH:20]=[CH:19][CH:18]=[CH:17][CH:16]=1)[CH3:14])[CH3:2].C(N([CH2:28][CH3:29])CC)C.[C:30]1([CH3:36])[CH:35]=[CH:34][CH:33]=[CH:32][CH:31]=1. No catalyst specified. The product is [CH2:21]([C:3]1([CH2:1][CH3:2])[CH2:8][CH:7]([O:9][C:7](=[O:9])[CH2:6][CH2:5][CH2:31][CH2:32][CH2:33][CH2:34][CH2:35][CH2:30][CH2:36][CH2:28][CH3:29])[CH2:6][C:5]([CH3:11])([CH3:10])[N:4]1[O:12][CH:13]([C:15]1[CH:16]=[CH:17][CH:18]=[CH:19][CH:20]=1)[CH3:14])[CH3:22]. The yield is 0.910.